Dataset: Full USPTO retrosynthesis dataset with 1.9M reactions from patents (1976-2016). Task: Predict the reactants needed to synthesize the given product. (1) The reactants are: [CH3:1][O:2][C:3](=[O:29])[C:4]1[CH:9]=[C:8]([C:10]2[CH:15]=[C:14]([CH3:16])[CH:13]([CH2:17][C:18]3[CH:23]=[CH:22][CH:21]=[CH:20][N:19]=3)[C:12](=[O:24])[CH:11]=2)[CH:7]=[C:6]([N+:25]([O-])=O)[C:5]=1[NH2:28]. Given the product [CH3:1][O:2][C:3](=[O:29])[C:4]1[CH:9]=[C:8]([C:10]2[CH:15]=[C:14]([CH3:16])[CH:13]([CH2:17][C:18]3[CH:23]=[CH:22][CH:21]=[CH:20][N:19]=3)[C:12](=[O:24])[CH:11]=2)[CH:7]=[C:6]([NH2:25])[C:5]=1[NH2:28], predict the reactants needed to synthesize it. (2) Given the product [Cl:1][CH2:2][CH2:3][O:4][CH2:5][C:6]([NH:9][C:10]1[CH:17]=[CH:16][C:13]([C:14]#[N:15])=[CH:12][CH:11]=1)=[O:8], predict the reactants needed to synthesize it. The reactants are: [Cl:1][CH2:2][CH2:3][O:4][CH2:5][C:6]([OH:8])=O.[NH2:9][C:10]1[CH:17]=[CH:16][C:13]([C:14]#[N:15])=[CH:12][CH:11]=1.